From a dataset of Full USPTO retrosynthesis dataset with 1.9M reactions from patents (1976-2016). Predict the reactants needed to synthesize the given product. (1) Given the product [CH3:19][C:20]1[CH:15]=[CH:16][C:3]2[C:4]([C:5]([OH:7])=[O:6])=[CH:8][CH:9]=[CH:10][C:2]=2[N:1]=1, predict the reactants needed to synthesize it. The reactants are: [NH2:1][C:2]1[CH:3]=[C:4]([CH:8]=[CH:9][CH:10]=1)[C:5]([OH:7])=[O:6].[Na+].[N+]([C:15]1[CH:16]=C(S([O-])(=O)=O)C=[CH:19][CH:20]=1)([O-])=O.C(=O)/C=C/C. (2) Given the product [Cl:9][C:3]1[CH:4]=[C:5]([OH:8])[CH:6]=[N:7][C:2]=1[C:10]1[CH:15]=[CH:14][CH:13]=[CH:12][CH:11]=1, predict the reactants needed to synthesize it. The reactants are: Br[C:2]1[N:7]=[CH:6][C:5]([OH:8])=[CH:4][C:3]=1[Cl:9].[C:10]1(B(O)O)[CH:15]=[CH:14][CH:13]=[CH:12][CH:11]=1.C([O-])([O-])=O.[Na+].[Na+]. (3) Given the product [CH3:1][O:2][C:3]1[C:12]([B:22]([OH:23])[OH:21])=[CH:11][C:10]2[CH2:9][CH2:8][CH2:7][CH2:6][C:5]=2[CH:4]=1, predict the reactants needed to synthesize it. The reactants are: [CH3:1][O:2][C:3]1[C:12](Br)=[CH:11][C:10]2[CH2:9][CH2:8][CH2:7][CH2:6][C:5]=2[CH:4]=1.C([Li])CCC.C([O:21][B:22](OCC)[O:23]CC)C. (4) Given the product [OH:8][C:6]1[CH:7]=[C:2]2[C:3]([C:9](=[O:18])[C:10]([C:11]3[CH:16]=[CH:15][C:14]([OH:17])=[CH:13][CH:12]=3)=[C:19]([CH:20]([CH3:22])[CH3:21])[O:1]2)=[CH:4][CH:5]=1, predict the reactants needed to synthesize it. The reactants are: [OH:1][C:2]1[CH:7]=[C:6]([OH:8])[CH:5]=[CH:4][C:3]=1[C:9](=[O:18])[CH2:10][C:11]1[CH:16]=[CH:15][C:14]([OH:17])=[CH:13][CH:12]=1.[C:19](O[C:19](=O)[CH:20]([CH3:22])[CH3:21])(=O)[CH:20]([CH3:22])[CH3:21].O.Cl.